Dataset: hERG Central: cardiac toxicity at 1µM, 10µM, and general inhibition. Task: Predict hERG channel inhibition at various concentrations. (1) The compound is CCOc1cc2c(cc1OCC)C(c1ccc(OC)cc1)N(c1ccccc1)C(=O)C2. Results: hERG_inhib (hERG inhibition (general)): blocker. (2) The molecule is CCN(CC)S(=O)(=O)c1ccc2c(c1)N(CC(=O)N(CCc1ccncc1)C(C)C)C(=O)CO2. Results: hERG_inhib (hERG inhibition (general)): blocker. (3) The drug is CCN(CC(=O)NCc1ccc(F)cc1)C(=O)C(C)Oc1cccc(Cl)c1. Results: hERG_inhib (hERG inhibition (general)): blocker. (4) The compound is O=C(NCC1CCN(Cc2ccccc2Cl)CC1)Nc1cccc(Cl)c1. Results: hERG_inhib (hERG inhibition (general)): blocker. (5) The molecule is CCN(CC)C(=O)/C(=C\c1ccc2c(c1)OCO2)NC(=O)c1ccc(Br)cc1. Results: hERG_inhib (hERG inhibition (general)): blocker. (6) The molecule is O=C(Nc1ccc(C(=O)N2CCN(c3ccccn3)CC2)cc1)c1ccc(Br)o1. Results: hERG_inhib (hERG inhibition (general)): blocker. (7) The molecule is CC(C)n1c(=N)c(C(=O)NCCc2ccccc2)cc2c(=O)n3ccccc3nc21. Results: hERG_inhib (hERG inhibition (general)): blocker. (8) The drug is CCOc1ccc(CSC2=NCCN2)cc1Cl.Cl. Results: hERG_inhib (hERG inhibition (general)): blocker. (9) The compound is CCN1CCN(c2c(Cl)cccc2NC(=O)c2ccc([N+](=O)[O-])cc2)CC1. Results: hERG_inhib (hERG inhibition (general)): blocker. (10) The molecule is CC(=O)N1CCN(CC(=O)Nc2ccc([N+](=O)[O-])cc2Br)CC1. Results: hERG_inhib (hERG inhibition (general)): blocker.